This data is from Full USPTO retrosynthesis dataset with 1.9M reactions from patents (1976-2016). The task is: Predict the reactants needed to synthesize the given product. (1) The reactants are: [NH2:1][C:2]1[CH:3]=[N:4][CH:5]=[C:6]([F:8])[CH:7]=1.C(N(CC)CC)C.[Cl:16][CH2:17][C:18](Cl)=[O:19]. Given the product [Cl:16][CH2:17][C:18]([NH:1][C:2]1[CH:3]=[N:4][CH:5]=[C:6]([F:8])[CH:7]=1)=[O:19], predict the reactants needed to synthesize it. (2) The reactants are: [C:1]1([N:7]([C:26]2[CH:31]=[CH:30][CH:29]=[CH:28][CH:27]=2)[C:8]([C:10]2[C:14](Br)=[CH:13][N:12]([C:16]34[CH2:25][CH:20]5[CH2:21][CH:22]([CH2:24][CH:18]([CH2:19]5)[CH2:17]3)[CH2:23]4)[N:11]=2)=[O:9])[CH:6]=[CH:5][CH:4]=[CH:3][CH:2]=1.[CH:32]([C:34]1[CH:39]=[CH:38][CH:37]=[CH:36][C:35]=1B(O)O)=[O:33].C(=O)([O-])[O-].[Na+].[Na+]. Given the product [C:16]12([N:12]3[CH:13]=[C:14]([C:35]4[CH:36]=[CH:37][CH:38]=[CH:39][C:34]=4[CH:32]=[O:33])[C:10]([C:8]([N:7]([C:26]4[CH:27]=[CH:28][CH:29]=[CH:30][CH:31]=4)[C:1]4[CH:2]=[CH:3][CH:4]=[CH:5][CH:6]=4)=[O:9])=[N:11]3)[CH2:17][CH:18]3[CH2:19][CH:20]([CH2:21][CH:22]([CH2:24]3)[CH2:23]1)[CH2:25]2, predict the reactants needed to synthesize it.